This data is from TCR-epitope binding with 47,182 pairs between 192 epitopes and 23,139 TCRs. The task is: Binary Classification. Given a T-cell receptor sequence (or CDR3 region) and an epitope sequence, predict whether binding occurs between them. (1) The epitope is SEISMDNSPNL. The TCR CDR3 sequence is CASSSARDLVNEQYF. Result: 1 (the TCR binds to the epitope). (2) The epitope is FVDGVPFVV. The TCR CDR3 sequence is CASSFLGPRGEQYF. Result: 1 (the TCR binds to the epitope). (3) The epitope is IPIQASLPF. The TCR CDR3 sequence is CSSPGGPNEKLFF. Result: 0 (the TCR does not bind to the epitope). (4) Result: 1 (the TCR binds to the epitope). The epitope is NLNESLIDL. The TCR CDR3 sequence is CSVVVWGSNTGELFF.